Dataset: Catalyst prediction with 721,799 reactions and 888 catalyst types from USPTO. Task: Predict which catalyst facilitates the given reaction. (1) Reactant: [Cl:1][C:2]1[CH:31]=[C:30]([OH:32])[CH:29]=[CH:28][C:3]=1[CH2:4][N:5]([C:18]1[CH:23]=[CH:22][C:21]([CH2:24][CH2:25][CH:26]=O)=[CH:20][CH:19]=1)[S:6]([C:9]1[C:14]([CH3:15])=[CH:13][C:12]([CH3:16])=[CH:11][C:10]=1[CH3:17])(=[O:8])=[O:7].[NH:33]1[CH2:38][CH2:37][CH2:36][CH2:35][CH2:34]1.[BH-](OC(C)=O)(OC(C)=O)OC(C)=O.[Na+].C(=O)(O)[O-].[Na+]. Product: [Cl:1][C:2]1[CH:31]=[C:30]([OH:32])[CH:29]=[CH:28][C:3]=1[CH2:4][N:5]([C:18]1[CH:19]=[CH:20][C:21]([CH2:24][CH2:25][CH2:26][N:33]2[CH2:38][CH2:37][CH2:36][CH2:35][CH2:34]2)=[CH:22][CH:23]=1)[S:6]([C:9]1[C:10]([CH3:17])=[CH:11][C:12]([CH3:16])=[CH:13][C:14]=1[CH3:15])(=[O:7])=[O:8]. The catalyst class is: 2. (2) Reactant: C(Cl)(=O)C(Cl)=O.[CH3:7][C:8]1[C:13]([C:14]([OH:16])=O)=[CH:12][N:11]=[C:10]([CH3:17])[CH:9]=1.[F:18][C:19]([F:37])([F:36])[C:20]1[CH:24]=[C:23]([C:25]([F:28])([F:27])[F:26])[N:22]([C:29]2[CH:35]=[CH:34][C:32]([NH2:33])=[CH:31][CH:30]=2)[N:21]=1.C(=O)([O-])[O-].[K+].[K+]. Product: [CH3:7][C:8]1[C:13]([C:14]([NH:33][C:32]2[CH:31]=[CH:30][C:29]([N:22]3[C:23]([C:25]([F:26])([F:27])[F:28])=[CH:24][C:20]([C:19]([F:37])([F:36])[F:18])=[N:21]3)=[CH:35][CH:34]=2)=[O:16])=[CH:12][N:11]=[C:10]([CH3:17])[CH:9]=1. The catalyst class is: 4. (3) Reactant: [CH3:1][O:2][C:3](=[O:24])[CH:4]=P(C1C=CC=CC=1)(C1C=CC=CC=1)C1C=CC=CC=1.[I:25][C:26]1[CH:27]=[C:28]([CH:31]=[CH:32][CH:33]=1)[CH:29]=O. Product: [CH3:1][O:2][C:3](=[O:24])[CH:4]=[CH:29][C:28]1[CH:31]=[CH:32][CH:33]=[C:26]([I:25])[CH:27]=1. The catalyst class is: 1. (4) Reactant: C([N:20]1[CH:28]=[N:27][C:26]2[C:21]1=[N:22][CH:23]=[N:24][C:25]=2[NH:29]C(=O)OC(C)(C)C)(C1C=CC=CC=1)(C1C=CC=CC=1)C1C=CC=CC=1.Br[CH:38]([C:41]1[O:42][C:43](=[O:57])[C:44]2[C:49]([C:50]=1[C:51]1[CH:56]=[CH:55][CH:54]=[CH:53][CH:52]=1)=[CH:48][CH:47]=[CH:46][CH:45]=2)[CH2:39][CH3:40].[H-].[Na+]. Product: [N:24]1[C:25]([NH:29][CH:38]([C:41]2[O:42][C:43](=[O:57])[C:44]3[C:49]([C:50]=2[C:51]2[CH:56]=[CH:55][CH:54]=[CH:53][CH:52]=2)=[CH:48][CH:47]=[CH:46][CH:45]=3)[CH2:39][CH3:40])=[C:26]2[C:21]([NH:20][CH:28]=[N:27]2)=[N:22][CH:23]=1. The catalyst class is: 3.